Dataset: Reaction yield outcomes from USPTO patents with 853,638 reactions. Task: Predict the reaction yield, written as a fraction of the theoretical maximum amount of product (1.0 means a 100% yield; for example, 0.34 means a 34% yield). (1) The reactants are [NH2:1][C:2]1[CH:3]=[CH:4][C:5]([O:11][C:12]([CH:14]2[CH2:19][CH2:18][CH2:17][CH2:16][CH2:15]2)=[O:13])=[C:6]([CH:10]=1)[C:7]([OH:9])=[O:8].[F:20][C:21]1[C:28]([F:29])=[C:27]([C:30]([F:33])([F:32])[F:31])[C:26]([F:34])=[C:25]([F:35])[C:22]=1[CH2:23]Br. The catalyst is [I-].C([N+](CCCC)(CCCC)CCCC)CCC.CN(C=O)C. The product is [CH:14]1([C:12]([O:11][C:5]2[CH:4]=[CH:3][C:2]([NH:1][CH2:23][C:22]3[C:25]([F:35])=[C:26]([F:34])[C:27]([C:30]([F:31])([F:33])[F:32])=[C:28]([F:29])[C:21]=3[F:20])=[CH:10][C:6]=2[C:7]([OH:9])=[O:8])=[O:13])[CH2:19][CH2:18][CH2:17][CH2:16][CH2:15]1. The yield is 0.490. (2) The reactants are [CH:1]1[C:10]2[C:5](=[CH:6][CH:7]=[CH:8][CH:9]=2)[CH:4]=[N:3][N:2]=1.[N+:11]([O-])([O-:13])=[O:12].[K+].[OH-].[Na+]. The catalyst is S(=O)(=O)(O)O. The product is [N+:11]([C:9]1[CH:8]=[CH:7][CH:6]=[C:5]2[C:10]=1[CH:1]=[N:2][N:3]=[CH:4]2)([O-:13])=[O:12]. The yield is 0.470.